This data is from Full USPTO retrosynthesis dataset with 1.9M reactions from patents (1976-2016). The task is: Predict the reactants needed to synthesize the given product. (1) Given the product [Br:1][C:2]1[CH:3]=[CH:4][C:5]([C:8]2[N:9]=[C:10]([NH:13][C@H:17]([C:16]([O:15][CH3:14])=[O:23])[C:19]([F:22])([F:21])[F:20])[S:11][CH:12]=2)=[CH:6][CH:7]=1, predict the reactants needed to synthesize it. The reactants are: [Br:1][C:2]1[CH:7]=[CH:6][C:5]([C:8]2[N:9]=[C:10]([NH2:13])[S:11][CH:12]=2)=[CH:4][CH:3]=1.[CH3:14][O:15][C:16](=[O:23])[C:17]([C:19]([F:22])([F:21])[F:20])=O.C([BH3-])#N.[Na+]. (2) Given the product [S:32]1[CH:33]=[CH:34][N:35]=[C:31]1[NH:30][C:13]([C:9]1[S:10][C:11]([CH3:12])=[C:7]([S:4](=[O:5])(=[O:6])[N:3]([CH2:1][CH3:2])[CH2:16][CH3:17])[CH:8]=1)=[O:15], predict the reactants needed to synthesize it. The reactants are: [CH2:1]([N:3]([CH2:16][CH3:17])[S:4]([C:7]1[CH:8]=[C:9]([C:13]([OH:15])=O)[S:10][C:11]=1[CH3:12])(=[O:6])=[O:5])[CH3:2].Cl.CN(C)CCCN=C=NCC.[NH2:30][C:31]1[S:32][CH:33]=[CH:34][N:35]=1.CN1CCOCC1. (3) Given the product [CH3:22][O:23][C:24]1[CH:29]=[CH:28][C:27]([C:2]2[C:3]([C:16]3[CH:17]=[CH:18][CH:19]=[CH:20][CH:21]=3)=[N:4][C:5]3[C:10]([N:11]=2)=[CH:9][C:8]([C:12]([OH:14])=[O:13])=[CH:7][CH:6]=3)=[CH:26][CH:25]=1, predict the reactants needed to synthesize it. The reactants are: Cl[C:2]1[C:3]([C:16]2[CH:21]=[CH:20][CH:19]=[CH:18][CH:17]=2)=[N:4][C:5]2[C:10]([N:11]=1)=[CH:9][C:8]([C:12]([O:14]C)=[O:13])=[CH:7][CH:6]=2.[CH3:22][O:23][C:24]1[CH:29]=[CH:28][C:27](B(O)O)=[CH:26][CH:25]=1. (4) Given the product [CH3:13][C:4]1[C:5]2[O:10][CH2:9][C:8](=[O:11])[NH:7][C:6]=2[CH:12]=[CH:2][CH:3]=1, predict the reactants needed to synthesize it. The reactants are: Br[C:2]1[CH:3]=[C:4]([CH3:13])[C:5]2[O:10][CH2:9][C:8](=[O:11])[NH:7][C:6]=2[CH:12]=1.C([O-])(=O)C.[Na+].C(O)C. (5) Given the product [Br:1][C:2]1[CH:3]=[C:4]([CH:9]=[C:10]([CH2:12][Cl:24])[CH:11]=1)[C:5]([O:7][CH3:8])=[O:6], predict the reactants needed to synthesize it. The reactants are: [Br:1][C:2]1[CH:3]=[C:4]([CH:9]=[C:10]([CH2:12]O)[CH:11]=1)[C:5]([O:7][CH3:8])=[O:6].N1C=CC=CC=1.CS([Cl:24])(=O)=O. (6) Given the product [Cl:23][C:8]1[CH:9]=[N:10][C:11]2[C:6]([CH:7]=1)=[CH:5][C:4]([C:12]([O:14][CH3:15])=[O:13])=[CH:3][C:2]=2[I:1], predict the reactants needed to synthesize it. The reactants are: [I:1][C:2]1[CH:3]=[C:4]([C:12]([O:14][CH3:15])=[O:13])[CH:5]=[C:6]2[C:11]=1[N:10]=[CH:9][CH:8]=[CH:7]2.C1C(=O)N([Cl:23])C(=O)C1. (7) Given the product [CH3:1][C:2]1[C:3]([C:12]2[CH:16]=[C:15]3[N:17]=[C:18]([OH:25])[CH:19]=[C:20]([OH:21])[N:14]3[N:13]=2)=[N:4][C:5]2[C:10]([N:11]=1)=[CH:9][CH:8]=[CH:7][CH:6]=2, predict the reactants needed to synthesize it. The reactants are: [CH3:1][C:2]1[C:3]([C:12]2[CH:16]=[C:15]([NH:17][C:18](=[O:25])[CH2:19][C:20](OCC)=[O:21])[NH:14][N:13]=2)=[N:4][C:5]2[C:10]([N:11]=1)=[CH:9][CH:8]=[CH:7][CH:6]=2. (8) Given the product [CH3:45][N:44]([CH3:46])[CH2:43][CH2:42][O:41][C:37]1[CH:36]=[C:35]([NH:34][C:2]2[N:7]=[C:6]([C:8]3[C:9]([C:19]4[CH:20]=[C:21]([NH:25][C:26](=[O:31])[C:27]([F:29])([F:28])[F:30])[CH:22]=[CH:23][CH:24]=4)=[N:10][N:11]4[CH:16]=[C:15]([O:17][CH3:18])[CH:14]=[CH:13][C:12]=34)[CH:5]=[CH:4][N:3]=2)[CH:40]=[CH:39][CH:38]=1, predict the reactants needed to synthesize it. The reactants are: Cl[C:2]1[N:7]=[C:6]([C:8]2[C:9]([C:19]3[CH:20]=[C:21]([NH:25][C:26](=[O:31])[C:27]([F:30])([F:29])[F:28])[CH:22]=[CH:23][CH:24]=3)=[N:10][N:11]3[CH:16]=[C:15]([O:17][CH3:18])[CH:14]=[CH:13][C:12]=23)[CH:5]=[CH:4][N:3]=1.Cl.Cl.[NH2:34][C:35]1[CH:36]=[C:37]([O:41][CH2:42][CH2:43][N:44]([CH3:46])[CH3:45])[CH:38]=[CH:39][CH:40]=1. (9) Given the product [Cl:1][C:2]1[CH:3]=[N:4][C:5]2[C:10]([C:11]=1[CH:12]([OH:17])[CH2:13][OH:25])=[CH:9][C:8]([O:14][CH3:15])=[CH:7][CH:6]=2, predict the reactants needed to synthesize it. The reactants are: [Cl:1][C:2]1[CH:3]=[N:4][C:5]2[C:10]([C:11]=1[CH:12]=[CH2:13])=[CH:9][C:8]([O:14][CH3:15])=[CH:7][CH:6]=2.S(S([O-])=O)([O-])(=O)=[O:17].[Na+].[Na+].[OH2:25].